Dataset: Full USPTO retrosynthesis dataset with 1.9M reactions from patents (1976-2016). Task: Predict the reactants needed to synthesize the given product. (1) Given the product [CH3:25][O:24][C:21]1[CH:22]=[CH:23][C:18]([NH:17][C:5]2[C:4]3[C:9](=[CH:10][CH:11]=[C:2]([C:51](=[O:60])[NH:50][CH3:49])[CH:3]=3)[N:8]=[CH:7][C:6]=2[C:12]([O:14][CH2:15][CH3:16])=[O:13])=[CH:19][CH:20]=1, predict the reactants needed to synthesize it. The reactants are: Br[C:2]1[CH:3]=[C:4]2[C:9](=[CH:10][CH:11]=1)[N:8]=[CH:7][C:6]([C:12]([O:14][CH2:15][CH3:16])=[O:13])=[C:5]2[NH:17][C:18]1[CH:23]=[CH:22][C:21]([O:24][CH3:25])=[CH:20][CH:19]=1.[B-](F)(F)(F)F.CC([PH+](C(C)(C)C)C(C)(C)C)(C)C.CN.C1CCN2[C:49](=[N:50][CH2:51]CC2)CC1.C1C[O:60]CC1. (2) Given the product [F:27][C:25]1[CH:26]=[C:21]([C:13]2[C:14]3[CH2:15][N:16]([CH3:20])[CH2:17][CH2:18][C:19]=3[N:11]([C:9]([NH:8][C@@H:3]([C:2]([CH3:31])([CH3:30])[CH3:1])[CH2:4][OH:5])=[O:10])[N:12]=2)[CH:22]=[CH:23][C:24]=1[F:28], predict the reactants needed to synthesize it. The reactants are: [CH3:1][C:2]([CH3:31])([CH3:30])[C@H:3]([NH:8][C:9]([N:11]1[C:19]2[CH2:18][CH2:17][N:16]([CH3:20])[CH2:15][C:14]=2[C:13]([C:21]2[CH:26]=[C:25]([F:27])[C:24]([F:28])=[CH:23][C:22]=2F)=[N:12]1)=[O:10])[C:4](NC)=[O:5].FC1C=C(C2C3CN(C(OC(C)(C)C)=O)CCC=3NN=2)C=CC=1F.N[C@H](CO)C(C)(C)C. (3) Given the product [NH2:50][S:47]([CH2:46][C:42]1[CH:43]=[C:44]([C:2]2[CH:10]=[C:9]3[C:5]([CH:6]=[N:7][NH:8]3)=[C:4]([NH:11][C:12]([C:14]3[N:15]=[C:16]([CH3:19])[S:17][CH:18]=3)=[O:13])[CH:3]=2)[CH:45]=[CH:40][CH:41]=1)(=[O:48])=[O:49], predict the reactants needed to synthesize it. The reactants are: Br[C:2]1[CH:10]=[C:9]2[C:5]([CH:6]=[N:7][NH:8]2)=[C:4]([NH:11][C:12]([C:14]2[N:15]=[C:16]([CH3:19])[S:17][CH:18]=2)=[O:13])[CH:3]=1.C(=O)([O-])[O-].[Na+].[Na+].O1CCOCC1.CC1(C)C(C)(C)OB([C:40]2[CH:41]=[C:42]([CH2:46][S:47]([NH2:50])(=[O:49])=[O:48])[CH:43]=[CH:44][CH:45]=2)O1. (4) Given the product [OH:22][C:23]1[CH:30]=[CH:29][CH:28]=[C:27]([O:31][CH2:2][C:3]2[CH2:7][O:6][CH2:5][C:4]=2[C:8]2[N:12]([CH:13]([CH3:15])[CH3:14])[N:11]=[CH:10][CH:9]=2)[C:24]=1[CH:25]=[O:26], predict the reactants needed to synthesize it. The reactants are: Br[CH2:2][C:3]1[CH2:7][O:6][CH2:5][C:4]=1[C:8]1[N:12]([CH:13]([CH3:15])[CH3:14])[N:11]=[CH:10][CH:9]=1.C([O-])([O-])=O.[K+].[K+].[OH:22][C:23]1[CH:30]=[CH:29][CH:28]=[C:27]([OH:31])[C:24]=1[CH:25]=[O:26]. (5) Given the product [O:35]=[C:26]1[C:25]([CH:22]2[CH2:23][CH2:24][N:19]([C:17]([O:16][C@H:12]([CH2:11][C:4]3[CH:5]=[C:6]4[C:10](=[C:2]([CH3:1])[CH:3]=3)[NH:9][N:8]=[CH:7]4)[C:13](=[O:14])[N:54]3[CH2:55][CH2:56][CH:51]([N:45]4[CH2:50][CH2:49][CH2:48][CH2:47][CH2:46]4)[CH2:52][CH2:53]3)=[O:18])[CH2:20][CH2:21]2)=[CH:34][C:33]2[C:28](=[CH:29][CH:30]=[CH:31][CH:32]=2)[NH:27]1, predict the reactants needed to synthesize it. The reactants are: [CH3:1][C:2]1[CH:3]=[C:4]([CH2:11][C@@H:12]([O:16][C:17]([N:19]2[CH2:24][CH2:23][CH:22]([C:25]3[C:26](=[O:35])[NH:27][C:28]4[C:33]([CH:34]=3)=[CH:32][CH:31]=[CH:30][CH:29]=4)[CH2:21][CH2:20]2)=[O:18])[C:13](O)=[O:14])[CH:5]=[C:6]2[C:10]=1[NH:9][N:8]=[CH:7]2.C(N(C(C)C)CC)(C)C.[N:45]1([CH:51]2[CH2:56][CH2:55][NH:54][CH2:53][CH2:52]2)[CH2:50][CH2:49][CH2:48][CH2:47][CH2:46]1.C1CN([P+](ON2N=NC3C=CC=CC2=3)(N2CCCC2)N2CCCC2)CC1.F[P-](F)(F)(F)(F)F. (6) Given the product [CH2:22]([O:26][CH2:27][CH2:28][O:29][C:30]1[CH:31]=[CH:32][C:33]([C:2]2[CH:21]=[N:20][C:5]3[N:6]([CH2:16][CH:17]([CH3:19])[CH3:18])[CH2:7][CH2:8][CH2:9][C:10]([C:12]([O:14][CH3:15])=[O:13])=[CH:11][C:4]=3[CH:3]=2)=[CH:34][CH:35]=1)[CH2:23][CH2:24][CH3:25], predict the reactants needed to synthesize it. The reactants are: Br[C:2]1[CH:21]=[N:20][C:5]2[N:6]([CH2:16][CH:17]([CH3:19])[CH3:18])[CH2:7][CH2:8][CH2:9][C:10]([C:12]([O:14][CH3:15])=[O:13])=[CH:11][C:4]=2[CH:3]=1.[CH2:22]([O:26][CH2:27][CH2:28][O:29][C:30]1[CH:35]=[CH:34][C:33](OB(O)O)=[CH:32][CH:31]=1)[CH2:23][CH2:24][CH3:25].C(=O)([O-])[O-].[K+].[K+]. (7) Given the product [NH2:20][C:18]1[N:19]=[C:14]([C:6]2[CH:7]=[C:2]([Cl:1])[CH:3]=[CH:4][C:5]=2[C:11]#[N:12])[CH:15]=[C:16]([NH:21][CH3:22])[N:17]=1, predict the reactants needed to synthesize it. The reactants are: [Cl:1][C:2]1[CH:3]=[CH:4][C:5]([C:11]#[N:12])=[C:6](B(O)O)[CH:7]=1.I[C:14]1[N:19]=[C:18]([NH2:20])[N:17]=[C:16]([NH:21][CH3:22])[CH:15]=1.